This data is from Forward reaction prediction with 1.9M reactions from USPTO patents (1976-2016). The task is: Predict the product of the given reaction. (1) Given the reactants [Cl:1][C:2]1[CH:7]=[CH:6][CH:5]=[CH:4][C:3]=1[C:8]1[C:12]([C:13]2[CH:18]=[CH:17][C:16]([OH:19])=[CH:15][CH:14]=2)=[C:11]([C:20]2[CH:25]=[CH:24][C:23]([O:26][CH3:27])=[CH:22][CH:21]=2)[O:10][N:9]=1.[C:28]([N:35]1[CH2:38][CH:37](I)[CH2:36]1)([O:30][C:31]([CH3:34])([CH3:33])[CH3:32])=[O:29].C(=O)([O-])[O-].[Cs+].[Cs+].C(OCC)(=O)C, predict the reaction product. The product is: [Cl:1][C:2]1[CH:7]=[CH:6][CH:5]=[CH:4][C:3]=1[C:8]1[C:12]([C:13]2[CH:14]=[CH:15][C:16]([O:19][CH:37]3[CH2:36][N:35]([C:28]([O:30][C:31]([CH3:34])([CH3:33])[CH3:32])=[O:29])[CH2:38]3)=[CH:17][CH:18]=2)=[C:11]([C:20]2[CH:21]=[CH:22][C:23]([O:26][CH3:27])=[CH:24][CH:25]=2)[O:10][N:9]=1. (2) Given the reactants [C:1]([O:5][C:6]([N:8]1[CH2:13][CH2:12][C:11](=[O:14])[CH2:10][CH2:9]1)=[O:7])([CH3:4])([CH3:3])[CH3:2].C([N-]C(C)C)(C)C.[Li+].[F:23][C:24]([F:31])([F:30])[C:25](OCC)=[O:26], predict the reaction product. The product is: [C:1]([O:5][C:6]([N:8]1[CH2:9][CH2:10][C:11](=[O:14])[CH:12]([C:25](=[O:26])[C:24]([F:31])([F:30])[F:23])[CH2:13]1)=[O:7])([CH3:4])([CH3:2])[CH3:3]. (3) Given the reactants Cl.CC1(C)CO[C:6]2([CH2:13][CH2:12][CH:11]([O:14][C:15]3[CH:22]=[CH:21][C:18]([C:19]#[N:20])=[CH:17][N:16]=3)[CH2:10][CH2:9]2)[O:5]C1, predict the reaction product. The product is: [O:5]=[C:6]1[CH2:13][CH2:12][CH:11]([O:14][C:15]2[CH:22]=[CH:21][C:18]([C:19]#[N:20])=[CH:17][N:16]=2)[CH2:10][CH2:9]1. (4) Given the reactants [N+:1]([C:4]1[N:5]=[CH:6][C:7]([CH2:10][C:11]([O:13][CH2:14][CH3:15])=[O:12])=[N:8][CH:9]=1)([O-])=[O:2], predict the reaction product. The product is: [OH:2][NH:1][C:4]1[N:5]=[CH:6][C:7]([CH2:10][C:11]([O:13][CH2:14][CH3:15])=[O:12])=[N:8][CH:9]=1. (5) Given the reactants [CH2:1]([O:8][C:9](=[O:35])[CH2:10][O:11][C@@H:12]([C:29](=[O:34])[N:30]([O:32][CH3:33])[CH3:31])[C@@H:13]([NH:21]C(OC(C)(C)C)=O)[CH2:14][C:15]1[CH:20]=[CH:19][CH:18]=[CH:17][CH:16]=1)[C:2]1[CH:7]=[CH:6][CH:5]=[CH:4][CH:3]=1.[ClH:36].O1CCOCC1, predict the reaction product. The product is: [ClH:36].[CH2:1]([O:8][C:9](=[O:35])[CH2:10][O:11][CH:12]([C:29](=[O:34])[N:30]([O:32][CH3:33])[CH3:31])[CH:13]([NH2:21])[CH2:14][C:15]1[CH:16]=[CH:17][CH:18]=[CH:19][CH:20]=1)[C:2]1[CH:7]=[CH:6][CH:5]=[CH:4][CH:3]=1. (6) Given the reactants [C:1]([O:4][C@H:5]1[C@H:10]([O:11][C:12](=[O:14])[CH3:13])[CH:9]=[C:8]([C:15]2[CH:20]=[CH:19][N:18]=[CH:17][C:16]=2[N+:21]([O-:23])=[O:22])[O:7][C@@H:6]1[CH2:24][OH:25])(=[O:3])[CH3:2].[S:26](Cl)([C:29]1[CH:35]=[CH:34][C:32]([CH3:33])=[CH:31][CH:30]=1)(=[O:28])=[O:27], predict the reaction product. The product is: [C:1]([O:4][C@H:5]1[C@H:10]([O:11][C:12](=[O:14])[CH3:13])[CH:9]=[C:8]([C:15]2[CH:20]=[CH:19][N:18]=[CH:17][C:16]=2[N+:21]([O-:23])=[O:22])[O:7][C@@H:6]1[CH2:24][O:25][S:26]([C:29]1[CH:35]=[CH:34][C:32]([CH3:33])=[CH:31][CH:30]=1)(=[O:28])=[O:27])(=[O:3])[CH3:2].